From a dataset of Forward reaction prediction with 1.9M reactions from USPTO patents (1976-2016). Predict the product of the given reaction. (1) Given the reactants [Cl:1][C:2]1[CH:3]=[C:4]([CH:26]=[CH:27][C:28]=1[OH:29])[NH:5][C:6]1[C:15]2[C:10](=[CH:11][C:12]([O:24][CH3:25])=[CH:13][C:14]=2[O:16][CH:17]2[CH2:22][CH2:21][N:20]([CH3:23])[CH2:19][CH2:18]2)[N:9]=[CH:8][N:7]=1.Cl[CH2:31][C:32]1[CH:36]=[C:35]([CH3:37])[O:34][N:33]=1, predict the reaction product. The product is: [Cl:1][C:2]1[CH:3]=[C:4]([CH:26]=[CH:27][C:28]=1[O:29][CH2:31][C:32]1[CH:36]=[C:35]([CH3:37])[O:34][N:33]=1)[NH:5][C:6]1[C:15]2[C:10](=[CH:11][C:12]([O:24][CH3:25])=[CH:13][C:14]=2[O:16][CH:17]2[CH2:18][CH2:19][N:20]([CH3:23])[CH2:21][CH2:22]2)[N:9]=[CH:8][N:7]=1. (2) Given the reactants [CH:1]1([CH2:7][C:8]([OH:10])=O)[CH2:6][CH2:5][CH2:4][CH2:3][CH2:2]1.Cl.[CH3:12][C:13]1[C:17]([CH2:18][N:19]2[CH:23]=[C:22]([NH2:24])[CH:21]=[N:20]2)=[C:16]([CH3:25])[O:15][N:14]=1, predict the reaction product. The product is: [CH:1]1([CH2:7][C:8]([NH:24][C:22]2[CH:21]=[N:20][N:19]([CH2:18][C:17]3[C:13]([CH3:12])=[N:14][O:15][C:16]=3[CH3:25])[CH:23]=2)=[O:10])[CH2:2][CH2:3][CH2:4][CH2:5][CH2:6]1. (3) Given the reactants [N:1]1([S:7]([C:10]2[CH:11]=[C:12]([CH:16]=[CH:17][CH:18]=2)[C:13]([OH:15])=O)(=[O:9])=[O:8])[CH2:6][CH2:5][CH2:4][CH2:3][CH2:2]1.[Br:19][C:20]1[CH:21]=[C:22]([O:27][CH3:28])[C:23]([NH2:26])=[N:24][CH:25]=1, predict the reaction product. The product is: [Br:19][C:20]1[CH:21]=[C:22]([O:27][CH3:28])[C:23]([NH:26][C:13](=[O:15])[C:12]2[CH:16]=[CH:17][CH:18]=[C:10]([S:7]([N:1]3[CH2:2][CH2:3][CH2:4][CH2:5][CH2:6]3)(=[O:8])=[O:9])[CH:11]=2)=[N:24][CH:25]=1. (4) Given the reactants [N+:1]([C:4]1[CH:12]=[CH:11][CH:10]=[CH:9][C:5]=1[C:6](Cl)=[O:7])([O-:3])=[O:2].[N:13]1C=CC=CC=1, predict the reaction product. The product is: [N+:1]([C:4]1[CH:12]=[CH:11][CH:10]=[CH:9][C:5]=1[C:6]([NH2:13])=[O:7])([O-:3])=[O:2]. (5) Given the reactants Cl[C:2]1[N:3]=[C:4]([NH:18][CH2:19][CH2:20][CH3:21])[C:5]2[N:6]=[C:7]([NH:16][CH3:17])[N:8]=[C:9]([NH:12][CH2:13][CH2:14][CH3:15])[C:10]=2[N:11]=1.[CH2:22](B(O)O)[CH2:23][CH2:24][CH3:25].C([O-])([O-])=O.[K+].[K+].C(Cl)Cl, predict the reaction product. The product is: [CH2:22]([C:2]1[N:3]=[C:4]([NH:18][CH2:19][CH2:20][CH3:21])[C:5]2[N:6]=[C:7]([NH:16][CH3:17])[N:8]=[C:9]([NH:12][CH2:13][CH2:14][CH3:15])[C:10]=2[N:11]=1)[CH2:23][CH2:24][CH3:25]. (6) The product is: [C:13]1([C:10]2[CH:15]=[CH:14][CH:13]=[CH:12][CH:11]=2)[CH:14]=[CH:15][C:10]([CH2:9][CH2:8][N:6]2[C:5](=[O:16])[NH:4][C:3](=[O:17])[C:2]([OH:1])=[N:7]2)=[CH:11][CH:12]=1. Given the reactants [OH:1][C:2]1[C:3](=[O:17])[NH:4][C:5](=[O:16])[N:6]([CH2:8][CH2:9][C:10]2[CH:15]=[CH:14][CH:13]=[CH:12][CH:11]=2)[N:7]=1.CO, predict the reaction product. (7) Given the reactants [Cl:1][C:2]1[CH:7]=[CH:6][CH:5]=[C:4]([F:8])[C:3]=1[C:9]1[C:13]([C:14]([NH:16][CH:17]2[CH2:22][CH2:21][CH2:20][CH2:19][CH:18]2[CH2:23][CH2:24][C:25]([O:27]C)=[O:26])=[O:15])=[C:12]([CH3:29])[O:11][N:10]=1.[Li+].[OH-], predict the reaction product. The product is: [Cl:1][C:2]1[CH:7]=[CH:6][CH:5]=[C:4]([F:8])[C:3]=1[C:9]1[C:13]([C:14]([NH:16][C@@H:17]2[CH2:22][CH2:21][CH2:20][CH2:19][C@H:18]2[CH2:23][CH2:24][C:25]([OH:27])=[O:26])=[O:15])=[C:12]([CH3:29])[O:11][N:10]=1.